This data is from Merck oncology drug combination screen with 23,052 pairs across 39 cell lines. The task is: Regression. Given two drug SMILES strings and cell line genomic features, predict the synergy score measuring deviation from expected non-interaction effect. (1) Drug 1: CN1C(=O)C=CC2(C)C3CCC4(C)C(NC(=O)OCC(F)(F)F)CCC4C3CCC12. Drug 2: NC(=O)c1cccc2cn(-c3ccc(C4CCCNC4)cc3)nc12. Cell line: RKO. Synergy scores: synergy=2.25. (2) Drug 1: Nc1ccn(C2OC(CO)C(O)C2(F)F)c(=O)n1. Drug 2: Cn1cc(-c2cnn3c(N)c(Br)c(C4CCCNC4)nc23)cn1. Cell line: DLD1. Synergy scores: synergy=44.8. (3) Drug 1: CC(=O)OC1C(=O)C2(C)C(O)CC3OCC3(OC(C)=O)C2C(OC(=O)c2ccccc2)C2(O)CC(OC(=O)C(O)C(NC(=O)c3ccccc3)c3ccccc3)C(C)=C1C2(C)C. Drug 2: CCN(CC)CCNC(=O)c1c(C)[nH]c(C=C2C(=O)Nc3ccc(F)cc32)c1C. Cell line: OV90. Synergy scores: synergy=2.68. (4) Drug 1: Nc1ccn(C2OC(CO)C(O)C2(F)F)c(=O)n1. Drug 2: COC1CC2CCC(C)C(O)(O2)C(=O)C(=O)N2CCCCC2C(=O)OC(C(C)CC2CCC(OP(C)(C)=O)C(OC)C2)CC(=O)C(C)C=C(C)C(O)C(OC)C(=O)C(C)CC(C)C=CC=CC=C1C. Cell line: OCUBM. Synergy scores: synergy=0.0403.